Dataset: Reaction yield outcomes from USPTO patents with 853,638 reactions. Task: Predict the reaction yield, written as a fraction of the theoretical maximum amount of product (1.0 means a 100% yield; for example, 0.34 means a 34% yield). (1) The reactants are [Cl:1][C:2]1[C:3]([CH3:26])=[N:4][O:5][C:6]=1[N:7]([CH2:20][O:21][CH2:22][CH2:23][O:24][CH3:25])[S:8]([C:11]1[C:19]2[C:14](=[N:15][CH:16]=[CH:17][CH:18]=2)[S:13][CH:12]=1)(=[O:10])=[O:9].[Li]C(C)(C)C.[CH2:32]1[O:42][C:41]2[C:34](=[CH:35][C:36]([CH2:43][CH2:44][O:45][Si:46]([C:49]([CH3:52])([CH3:51])[CH3:50])([CH3:48])[CH3:47])=[C:37]([CH:40]=2)[CH:38]=[O:39])[O:33]1. The catalyst is C1COCC1. The product is [Cl:1][C:2]1[C:3]([CH3:26])=[N:4][O:5][C:6]=1[N:7]([CH2:20][O:21][CH2:22][CH2:23][O:24][CH3:25])[S:8]([C:11]1[C:19]2[C:14](=[N:15][CH:16]=[CH:17][CH:18]=2)[S:13][C:12]=1[CH:38]([OH:39])[C:37]1[CH:40]=[C:41]2[O:42][CH2:32][O:33][C:34]2=[CH:35][C:36]=1[CH2:43][CH2:44][O:45][Si:46]([C:49]([CH3:51])([CH3:50])[CH3:52])([CH3:47])[CH3:48])(=[O:9])=[O:10]. The yield is 0.460. (2) The reactants are [C:1]([C:3]1[S:4][C:5]2[CH:11]=[C:10]([OH:12])[CH:9]=[CH:8][C:6]=2[N:7]=1)#[N:2].C(=O)([O-])[O-].[K+].[K+].Br[CH2:20][CH2:21][C:22]1[CH:27]=[CH:26][CH:25]=[CH:24][CH:23]=1. The catalyst is CC(C)=O. The product is [C:22]1([CH2:21][CH2:20][O:12][C:10]2[CH:9]=[CH:8][C:6]3[N:7]=[C:3]([C:1]#[N:2])[S:4][C:5]=3[CH:11]=2)[CH:27]=[CH:26][CH:25]=[CH:24][CH:23]=1. The yield is 0.500.